Dataset: Reaction yield outcomes from USPTO patents with 853,638 reactions. Task: Predict the reaction yield, written as a fraction of the theoretical maximum amount of product (1.0 means a 100% yield; for example, 0.34 means a 34% yield). (1) The reactants are [CH3:1][O:2][C:3]1[CH:12]=[CH:11][C:10]2[C:5](=[CH:6][CH:7]=[C:8]([CH:13]([CH3:26])[C:14]([O:16][C:17]3[CH:22]=[CH:21][C:20]([C:23](=O)[NH2:24])=[CH:19][CH:18]=3)=[O:15])[CH:9]=2)[CH:4]=1.COC1C=CC(P2(SP(C3C=CC(OC)=CC=3)(=S)S2)=[S:36])=CC=1. The catalyst is C1C=CC=CC=1. The product is [CH3:1][O:2][C:3]1[CH:12]=[CH:11][C:10]2[C:5](=[CH:6][CH:7]=[C:8]([CH:13]([CH3:26])[C:14]([O:16][C:17]3[CH:22]=[CH:21][C:20]([C:23](=[S:36])[NH2:24])=[CH:19][CH:18]=3)=[O:15])[CH:9]=2)[CH:4]=1. The yield is 0.610. (2) The catalyst is C(Cl)Cl.CC([O-])=O.CC([O-])=O.[Cu+2]. The yield is 0.510. The reactants are [CH3:1][O:2][C:3]([C:5]1[S:6][C:7]([S:23][CH3:24])=[C:8]([S:10]([C:13]2[CH:21]=[C:20]([Br:22])[C:16]3[N:17]=[CH:18][NH:19][C:15]=3[CH:14]=2)(=[O:12])=[O:11])[CH:9]=1)=[O:4].[C:25]1(B(O)O)[CH:30]=[CH:29][CH:28]=[CH:27][CH:26]=1.[N+]1([O-])C=CC=CC=1.C(N(CC)CC)C. The product is [CH3:1][O:2][C:3]([C:5]1[S:6][C:7]([S:23][CH3:24])=[C:8]([S:10]([C:13]2[CH:21]=[C:20]([Br:22])[C:16]3[N:17]=[CH:18][N:19]([C:25]4[CH:30]=[CH:29][CH:28]=[CH:27][CH:26]=4)[C:15]=3[CH:14]=2)(=[O:11])=[O:12])[CH:9]=1)=[O:4]. (3) The reactants are [F:1][C:2]1([S:5]([NH:8][C:9]([C@@:11]23[CH2:26][C@H:25]2[CH:24]=[CH:23][CH2:22][CH2:21][C@@H:20]([CH3:27])[CH2:19][C@@H:18]([CH3:28])[C@H:17]([NH:29]C(=O)OC(C)(C)C)[C:16](=[O:37])[N:15]2[CH2:38][C@H:39]([O:41][C:42]4[C:51]5[C:46](=[CH:47][C:48]([O:52][CH3:53])=[CH:49][CH:50]=5)[CH:45]=[CH:44][N:43]=4)[CH2:40][C@H:14]2[C:13](=[O:54])[NH:12]3)=[O:10])(=[O:7])=[O:6])[CH2:4][CH2:3]1.[ClH:55]. The catalyst is O1CCOCC1. The product is [ClH:55].[NH2:29][C@@H:17]1[C:16](=[O:37])[N:15]2[CH2:38][C@H:39]([O:41][C:42]3[C:51]4[C:46](=[CH:47][C:48]([O:52][CH3:53])=[CH:49][CH:50]=4)[CH:45]=[CH:44][N:43]=3)[CH2:40][C@H:14]2[C:13](=[O:54])[NH:12][C@:11]2([C:9]([NH:8][S:5]([C:2]3([F:1])[CH2:4][CH2:3]3)(=[O:6])=[O:7])=[O:10])[CH2:26][C@H:25]2[CH:24]=[CH:23][CH2:22][CH2:21][C@@H:20]([CH3:27])[CH2:19][C@H:18]1[CH3:28]. The yield is 0.900. (4) The reactants are [NH2:1][C:2]1[C:3]([F:11])=[CH:4][C:5](Br)=[C:6]([CH:9]=1)[C:7]#[N:8].[CH:12]1(B(O)O)[CH2:14][CH2:13]1.C1(P(C2CCCCC2)C2CCCCC2)CCCCC1.C([O-])([O-])=O.[Cs+].[Cs+]. The catalyst is CC([O-])=O.CC([O-])=O.[Pd+2].O.C1(C)C=CC=CC=1. The product is [NH2:1][C:2]1[C:3]([F:11])=[CH:4][C:5]([CH:12]2[CH2:14][CH2:13]2)=[C:6]([CH:9]=1)[C:7]#[N:8]. The yield is 0.610. (5) The reactants are [Cl:1][C:2]1[CH:3]=[C:4]([CH:26]=[CH:27][C:28]=1[O:29][CH3:30])[CH2:5][NH:6][C:7]1[C:12]([C:13]([NH:15][CH2:16][C:17]2[N:22]=[CH:21][CH:20]=[CH:19][N:18]=2)=[O:14])=[CH:11][N:10]=[C:9](S(C)=O)[N:8]=1.[CH3:31][N:32]1[CH2:35][C:34]2([CH2:38][NH:37][CH2:36]2)[CH2:33]1.C(N(CC)CC)C. The catalyst is C1COCC1. The product is [Cl:1][C:2]1[CH:3]=[C:4]([CH:26]=[CH:27][C:28]=1[O:29][CH3:30])[CH2:5][NH:6][C:7]1[C:12]([C:13]([NH:15][CH2:16][C:17]2[N:22]=[CH:21][CH:20]=[CH:19][N:18]=2)=[O:14])=[CH:11][N:10]=[C:9]([N:37]2[CH2:38][C:34]3([CH2:35][N:32]([CH3:31])[CH2:33]3)[CH2:36]2)[N:8]=1. The yield is 0.260. (6) The reactants are [Cl:1][C:2]1[CH:7]=[CH:6][C:5]([S:8][C:9]2[C:10]([C:20]3[CH:25]=[CH:24][C:23](I)=[CH:22][CH:21]=3)=[N:11][N:12]([C:14]3[CH:15]=[N:16][CH:17]=[CH:18][CH:19]=3)[CH:13]=2)=[CH:4][CH:3]=1.[NH:27]1[CH:31]=[CH:30][CH:29]=[N:28]1.C(=O)([O-])[O-].[K+].[K+]. The catalyst is CN1C(=O)CCC1.C(OCC)(=O)C.[Cu]I. The product is [Cl:1][C:2]1[CH:7]=[CH:6][C:5]([S:8][C:9]2[C:10]([C:20]3[CH:25]=[CH:24][C:23]([N:27]4[CH:31]=[CH:30][CH:29]=[N:28]4)=[CH:22][CH:21]=3)=[N:11][N:12]([C:14]3[CH:15]=[N:16][CH:17]=[CH:18][CH:19]=3)[CH:13]=2)=[CH:4][CH:3]=1. The yield is 0.730. (7) The reactants are CS(Cl)(=O)=O.O[CH2:7][C@@H:8]([NH:12][C:13](=[O:19])[O:14][C:15]([CH3:18])([CH3:17])[CH3:16])[CH2:9][O:10][CH3:11].CCN(CC)CC.[N-:27]=[N+:28]=[N-:29].[Na+]. The catalyst is C(Cl)Cl.CCOC(C)=O. The product is [N:27]([CH2:7][C@@H:8]([NH:12][C:13](=[O:19])[O:14][C:15]([CH3:18])([CH3:17])[CH3:16])[CH2:9][O:10][CH3:11])=[N+:28]=[N-:29]. The yield is 0.640. (8) The reactants are [CH3:1][N:2]([C:12]1[CH:13]=[C:14]([O:33][CH2:34][CH2:35][CH2:36][S:37]([CH3:40])(=[O:39])=[O:38])[CH:15]=[C:16]2[C:20]=1[NH:19][C:18]([C:21]1[S:22][CH:23]([CH2:26][N:27]3[CH2:32][CH2:31][S:30][CH2:29][CH2:28]3)[CH2:24][N:25]=1)=[CH:17]2)[S:3]([C:6]1[CH:11]=[CH:10][CH:9]=[CH:8][N:7]=1)(=[O:5])=[O:4].C([OH:43])C.OOS([O-])=O.[K+].S([O-])([O-])=O.[Na+].[Na+]. The catalyst is O1CCCC1.O. The product is [CH3:1][N:2]([C:12]1[CH:13]=[C:14]([O:33][CH2:34][CH2:35][CH2:36][S:37]([CH3:40])(=[O:38])=[O:39])[CH:15]=[C:16]2[C:20]=1[NH:19][C:18]([C:21]1[S:22][CH:23]([CH2:26][N:27]3[CH2:32][CH2:31][S:30](=[O:43])[CH2:29][CH2:28]3)[CH2:24][N:25]=1)=[CH:17]2)[S:3]([C:6]1[CH:11]=[CH:10][CH:9]=[CH:8][N:7]=1)(=[O:5])=[O:4]. The yield is 0.540.